This data is from Full USPTO retrosynthesis dataset with 1.9M reactions from patents (1976-2016). The task is: Predict the reactants needed to synthesize the given product. (1) Given the product [CH3:15][O:16][C:17]([C:19]1[S:20][C:21]([CH2:24][CH2:25][CH2:26][C@H:27]2[CH2:31][CH2:30][CH:29]=[C:28]2[C:32]2[CH:33]=[CH:34][C:35]([C@H:38]([O:44][C:71](=[O:72])[C:70]3[CH:69]=[CH:68][C:67]([N+:64]([O-:66])=[O:65])=[CH:75][CH:74]=3)[CH2:39][CH2:40][CH2:41][CH2:42][CH3:43])=[CH:36][CH:37]=2)=[CH:22][CH:23]=1)=[O:18], predict the reactants needed to synthesize it. The reactants are: N(C(OC(C)C)=O)=NC(OC(C)C)=O.[CH3:15][O:16][C:17]([C:19]1[S:20][C:21]([CH2:24][CH2:25][CH2:26][C@H:27]2[CH2:31][CH2:30][CH:29]=[C:28]2[C:32]2[CH:37]=[CH:36][C:35]([C@@H:38]([OH:44])[CH2:39][CH2:40][CH2:41][CH2:42][CH3:43])=[CH:34][CH:33]=2)=[CH:22][CH:23]=1)=[O:18].C1C=CC(P(C2C=CC=CC=2)C2C=CC=CC=2)=CC=1.[N+:64]([C:67]1[CH:75]=[CH:74][C:70]([C:71](O)=[O:72])=[CH:69][CH:68]=1)([O-:66])=[O:65].C([O-])(O)=O.[Na+]. (2) Given the product [C:21]1([C:14](=[C:11]2[CH2:10][CH2:9][N:8]([C:6](=[O:5])[C:52]([C:39]3[C:38]4[C:42](=[C:43]([C:46]5[CH:47]=[C:48]([CH3:27])[NH:49][N:50]=5)[N:44]=[CH:45][C:37]=4[O:36][CH3:35])[NH:41][CH:40]=3)=[O:56])[CH2:13][CH2:12]2)[C:15]2[O:16][C:17]([CH3:20])=[N:18][N:19]=2)[CH:22]=[CH:23][CH:24]=[CH:25][CH:26]=1, predict the reactants needed to synthesize it. The reactants are: C([O:5][C:6]([N:8]1[CH2:13][CH2:12][C:11](=[C:14]([C:21]2[CH:26]=[CH:25][CH:24]=[CH:23][CH:22]=2)[C:15]2[O:16][C:17]([CH3:20])=[N:18][N:19]=2)[CH2:10][CH2:9]1)=O)(C)(C)C.[C:27](O)(C(F)(F)F)=O.Cl.[CH3:35][O:36][C:37]1[CH:45]=[N:44][C:43]([C:46]2[CH:47]=[CH:48][N:49](C)[N:50]=2)=[C:42]2[C:38]=1[C:39]([C:52](=[O:56])C(O)=O)=[CH:40][NH:41]2.C(N(CC)CC)(C)C.C1N(P(Cl)(N2C(=O)OCC2)=O)C(=O)OC1. (3) Given the product [F:1][C:2]1[C:7]([CH:8]2[CH2:13][CH2:12][CH2:11][CH2:10][N:9]2[C:14](=[O:16])[CH3:21])=[CH:6][CH:5]=[CH:4][N:3]=1, predict the reactants needed to synthesize it. The reactants are: [F:1][C:2]1[C:7]([CH:8]2[CH2:13][CH2:12][CH2:11][CH2:10][N:9]2[C:14]([O:16]C(C)(C)C)=O)=[CH:6][CH:5]=[CH:4][N:3]=1.[C:21](O)(C(F)(F)F)=O.C(OC(=O)C)(=O)C. (4) Given the product [Cl:1][CH2:2][CH2:3][N:4]1[CH2:5][C:8]2([CH2:16][O:15][CH2:14]2)[CH2:9]1, predict the reactants needed to synthesize it. The reactants are: [Cl:1][CH2:2][CH2:3][N:4]1[CH2:9][CH2:8]N(S(C)(=O)=O)C[CH2:5]1.[CH2:14]1C2(CNC2)[CH2:16][O:15]1. (5) Given the product [Br:1][C:2]1[CH:14]=[CH:13][C:5]2[O:6][CH2:7][CH2:8][N:9]([C:15]([O:17][C:18]([CH3:21])([CH3:20])[CH3:19])=[O:16])[S:10](=[O:12])(=[O:11])[C:4]=2[CH:3]=1, predict the reactants needed to synthesize it. The reactants are: [Br:1][C:2]1[CH:14]=[CH:13][C:5]2[O:6][CH2:7][CH2:8][NH:9][S:10](=[O:12])(=[O:11])[C:4]=2[CH:3]=1.[C:15](O[C:15]([O:17][C:18]([CH3:21])([CH3:20])[CH3:19])=[O:16])([O:17][C:18]([CH3:21])([CH3:20])[CH3:19])=[O:16]. (6) Given the product [Cl:22][C:23]1[CH:24]=[CH:25][C:26]([N:29]2[C:37]3[CH2:36][CH2:35][CH2:34][N:33]([C:12](=[O:14])[C@@H:11]([N:3]4[CH:4]=[C:5]([C:7]([F:8])([F:9])[F:10])[N:6]=[C:2]4[CH3:1])[CH3:15])[C:32]=3[CH:31]=[N:30]2)=[CH:27][CH:28]=1, predict the reactants needed to synthesize it. The reactants are: [CH3:1][C:2]1[N:3]([C@@H:11]([CH3:15])[C:12]([OH:14])=O)[CH:4]=[C:5]([C:7]([F:10])([F:9])[F:8])[N:6]=1.C(Cl)(=O)C(Cl)=O.[Cl:22][C:23]1[CH:28]=[CH:27][C:26]([N:29]2[C:37]3[CH2:36][CH2:35][CH2:34][NH:33][C:32]=3[CH:31]=[N:30]2)=[CH:25][CH:24]=1.CCN(CC)CC. (7) Given the product [Br:1][C:2]1[CH:7]=[C:6]([F:8])[C:5]([NH:9][C:15](=[N:14][CH:11]([CH3:13])[CH3:12])[CH3:16])=[C:4]([F:10])[CH:3]=1, predict the reactants needed to synthesize it. The reactants are: [Br:1][C:2]1[CH:7]=[C:6]([F:8])[C:5]([NH2:9])=[C:4]([F:10])[CH:3]=1.[CH:11]([NH:14][C:15](=O)[CH3:16])([CH3:13])[CH3:12].P(Cl)(Cl)(Cl)=O. (8) Given the product [CH3:28][O:29][C:30]1[CH:35]=[CH:34][C:33]([C:36]2[N:37]=[C:38]([CH:49]3[CH2:54][CH2:53][N:52]([C:10](=[O:13])[NH:9][O:8][CH2:1][C:2]4[CH:7]=[CH:6][CH:5]=[CH:4][CH:3]=4)[CH2:51][CH2:50]3)[O:39][C:40]=2[C:41]2[CH:46]=[CH:45][C:44]([O:47][CH3:48])=[CH:43][CH:42]=2)=[CH:32][CH:31]=1, predict the reactants needed to synthesize it. The reactants are: [CH2:1]([O:8][NH2:9])[C:2]1[CH:7]=[CH:6][CH:5]=[CH:4][CH:3]=1.[C:10](=[O:13])(O)[O-].[Na+].ClC(OC1C=CC([N+]([O-])=O)=CC=1)=O.[CH3:28][O:29][C:30]1[CH:35]=[CH:34][C:33]([C:36]2[N:37]=[C:38]([CH:49]3[CH2:54][CH2:53][NH:52][CH2:51][CH2:50]3)[O:39][C:40]=2[C:41]2[CH:46]=[CH:45][C:44]([O:47][CH3:48])=[CH:43][CH:42]=2)=[CH:32][CH:31]=1.C(N(CC)CC)C.